Dataset: Catalyst prediction with 721,799 reactions and 888 catalyst types from USPTO. Task: Predict which catalyst facilitates the given reaction. (1) Reactant: O.O.O.O.[N+:5]([O-:8])([O-:7])=[O:6].[Ca+2:9].[N+:10]([O-:13])([O-:12])=[O:11]. Product: [N+:5]([O-:8])([O-:7])=[O:6].[Ca+2:9].[N+:10]([O-:13])([O-:12])=[O:11]. The catalyst class is: 6. (2) Reactant: [CH2:1]([NH:3][C:4]1[C:9]([CH:10]=[CH:11][C:12]([O:14][CH2:15][CH3:16])=[O:13])=[CH:8][N:7]=[C:6]([NH:17][C:18]2[CH:23]=[CH:22][CH:21]=[CH:20][CH:19]=2)[N:5]=1)[CH3:2]. Product: [CH2:15]([O:14][C:12](=[O:13])[CH2:11][CH2:10][C:9]1[C:4]([NH:3][CH2:1][CH3:2])=[N:5][C:6]([NH:17][C:18]2[CH:19]=[CH:20][CH:21]=[CH:22][CH:23]=2)=[N:7][CH:8]=1)[CH3:16]. The catalyst class is: 63.